Dataset: Reaction yield outcomes from USPTO patents with 853,638 reactions. Task: Predict the reaction yield, written as a fraction of the theoretical maximum amount of product (1.0 means a 100% yield; for example, 0.34 means a 34% yield). (1) The reactants are [Cl:1][S:2]([OH:5])(=O)=[O:3].[Cl:6][C:7]1[C:12]([C:13]2[CH:18]=[CH:17][CH:16]=[CH:15][CH:14]=2)=[C:11]([C:19]2[CH:24]=[CH:23][C:22]([S:25]([CH3:28])(=[O:27])=[O:26])=[CH:21][CH:20]=2)[N:10]=[C:9]([C:29]([F:32])([F:31])[F:30])[N:8]=1. No catalyst specified. The product is [Cl:6][C:7]1[C:12]([C:13]2[CH:18]=[CH:17][C:16]([S:2]([Cl:1])(=[O:5])=[O:3])=[CH:15][CH:14]=2)=[C:11]([C:19]2[CH:20]=[CH:21][C:22]([S:25]([CH3:28])(=[O:27])=[O:26])=[CH:23][CH:24]=2)[N:10]=[C:9]([C:29]([F:32])([F:30])[F:31])[N:8]=1. The yield is 0.656. (2) The reactants are [C:1]([O:5][C:6]([N:8]1[CH2:13][CH2:12][CH:11]([O:14][C:15]2[CH:20]=[CH:19][C:18]([N+:21]([O-])=O)=[CH:17][C:16]=2[CH:24]([CH3:26])[CH3:25])[CH2:10][CH2:9]1)=[O:7])([CH3:4])([CH3:3])[CH3:2]. The catalyst is CO.[Pd]. The product is [C:1]([O:5][C:6]([N:8]1[CH2:13][CH2:12][CH:11]([O:14][C:15]2[CH:20]=[CH:19][C:18]([NH2:21])=[CH:17][C:16]=2[CH:24]([CH3:26])[CH3:25])[CH2:10][CH2:9]1)=[O:7])([CH3:4])([CH3:3])[CH3:2]. The yield is 0.740. (3) The reactants are [NH2:1][C:2]1[CH:3]=[C:4]([NH:13][C:14](=[O:16])[CH3:15])[CH:5]=[CH:6][C:7]=1[NH:8][CH2:9][CH:10]1[CH2:12][CH2:11]1.CCN(C(C)C)[CH:20]([CH3:22])[CH3:21].[CH2:26]([O:28][C:29]1[CH:34]=[CH:33][C:32]([CH2:35][C:36](O)=O)=[CH:31][CH:30]=1)[CH3:27].CN(C(ON1N=NC2C=CC=NC1=2)=[N+](C)C)C.F[P-](F)(F)(F)(F)F. The catalyst is CN(C=O)C. The product is [CH2:22]([N:13]([C:4]1[CH:5]=[CH:6][C:7]2[N:8]([CH2:9][CH:10]3[CH2:11][CH2:12]3)[C:36]([CH2:35][C:32]3[CH:33]=[CH:34][C:29]([O:28][CH2:26][CH3:27])=[CH:30][CH:31]=3)=[N:1][C:2]=2[CH:3]=1)[C:14](=[O:16])[CH3:15])[CH:20]=[CH2:21]. The yield is 0.860. (4) The catalyst is CN(C)C=O. The reactants are [CH3:1][CH2:2][CH2:3][CH2:4][NH:5][C:6]1[CH:7]=[C:8]([C:23](O)=[O:24])[CH:9]=[C:10]([S:19]([NH2:22])(=[O:21])=[O:20])[C:11]=1[O:12]C1C=CC=CC=1.C(N=C=NCCCN(C)C)C.ON1[C:42]2[CH:43]=[CH:44][CH:45]=[CH:46][C:41]=2N=N1.[CH2:47]([NH:54][CH2:55][C:56]1[CH:61]=[CH:60][CH:59]=[CH:58][CH:57]=1)[C:48]1[CH:53]=[CH:52][CH:51]=[CH:50][CH:49]=1.[Cl-].[NH4+]. The product is [CH2:55]([N:54]([CH2:47][C:48]1[CH:53]=[CH:52][CH:51]=[CH:50][CH:49]=1)[C:23](=[O:24])[C:8]1[CH:7]=[C:6]([NH:5][CH2:4][CH2:3][CH2:2][CH3:1])[C:11]([O:12][C:41]2[CH:46]=[CH:45][CH:44]=[CH:43][CH:42]=2)=[C:10]([S:19]([NH2:22])(=[O:20])=[O:21])[CH:9]=1)[C:56]1[CH:61]=[CH:60][CH:59]=[CH:58][CH:57]=1. The yield is 0.750. (5) The reactants are P(Cl)(Cl)(Cl)=O.[CH:6]([C:9]1[CH:17]=[C:12]2[CH:13]=[CH:14][CH:15]=[CH:16][N:11]2[N:10]=1)([CH3:8])[CH3:7].[OH-].[Na+].CN([CH:23]=[O:24])C. No catalyst specified. The product is [CH:6]([C:9]1[C:17]([CH:23]=[O:24])=[C:12]2[CH:13]=[CH:14][CH:15]=[CH:16][N:11]2[N:10]=1)([CH3:8])[CH3:7]. The yield is 0.820. (6) The reactants are [CH3:1][O:2][CH:3]([O:20][CH3:21])[CH2:4][CH:5]([C:14]1[CH:19]=[CH:18][CH:17]=[CH:16][CH:15]=1)[CH:6]([CH:8]1[CH2:13][CH2:12][CH2:11][CH2:10][CH2:9]1)[OH:7].[CH2:22](Br)[C:23]#[CH:24]. No catalyst specified. The product is [CH3:21][O:20][CH:3]([O:2][CH3:1])[CH2:4][CH:5]([C:14]1[CH:15]=[CH:16][CH:17]=[CH:18][CH:19]=1)[CH:6]([CH:8]1[CH2:13][CH2:12][CH2:11][CH2:10][CH2:9]1)[O:7][CH2:24][C:23]#[CH:22]. The yield is 0.500. (7) The reactants are Cl[C:2]1[CH:7]=[C:6]([Cl:8])[N:5]=[N:4][C:3]=1[C:9]([O:11][CH2:12][CH3:13])=[O:10].[CH3:14][O:15][C:16]([C:19]1[N:24]=[C:23]([NH2:25])[CH:22]=[CH:21][CH:20]=1)([CH3:18])[CH3:17]. The catalyst is C(#N)C. The product is [Cl:8][C:6]1[N:5]=[N:4][C:3]([C:9]([O:11][CH2:12][CH3:13])=[O:10])=[C:2]([NH:25][C:23]2[CH:22]=[CH:21][CH:20]=[C:19]([C:16]([O:15][CH3:14])([CH3:17])[CH3:18])[N:24]=2)[CH:7]=1. The yield is 0.460.